This data is from Catalyst prediction with 721,799 reactions and 888 catalyst types from USPTO. The task is: Predict which catalyst facilitates the given reaction. (1) Reactant: [CH2:1]([C:3]1[CH:9]=[CH:8][C:6]([NH2:7])=[CH:5][CH:4]=1)[CH3:2].O=[CH:11][C:12]([O:14][CH2:15][CH3:16])=[O:13].C(=O)([O-])[O-].[K+].[K+].CC1C=CC(S([CH2:33][N+:34]#[C-:35])(=O)=O)=CC=1. Product: [CH2:1]([C:3]1[CH:9]=[CH:8][C:6]([N:7]2[C:11]([C:12]([O:14][CH2:15][CH3:16])=[O:13])=[CH:35][N:34]=[CH:33]2)=[CH:5][CH:4]=1)[CH3:2]. The catalyst class is: 8. (2) Reactant: [H-].[Al+3].[Li+].[H-].[H-].[H-].C[O:8][C:9](=O)/[CH:10]=[CH:11]/[C:12]1[CH:17]=[CH:16][C:15]([O:18][CH3:19])=[C:14]([NH2:20])[CH:13]=1. Product: [NH2:20][C:14]1[CH:13]=[C:12](/[CH:11]=[CH:10]/[CH2:9][OH:8])[CH:17]=[CH:16][C:15]=1[O:18][CH3:19]. The catalyst class is: 7. (3) The catalyst class is: 2. Reactant: [F:1][C:2]1[C:11]([CH:12]([C:14]2[N:18]3[N:19]=[C:20]([N:23]4[CH2:28][CH2:27][NH:26][CH2:25][CH2:24]4)[CH:21]=[CH:22][C:17]3=[N:16][CH:15]=2)[CH3:13])=[C:10]([F:29])[CH:9]=[C:8]2[C:3]=1[CH:4]=[CH:5][CH:6]=[N:7]2.[CH:30](OC1C=CC([N+]([O-])=O)=CC=1)=[O:31].C(N(CC)CC)C. Product: [F:1][C:2]1[C:11]([CH:12]([C:14]2[N:18]3[N:19]=[C:20]([N:23]4[CH2:28][CH2:27][N:26]([CH:30]=[O:31])[CH2:25][CH2:24]4)[CH:21]=[CH:22][C:17]3=[N:16][CH:15]=2)[CH3:13])=[C:10]([F:29])[CH:9]=[C:8]2[C:3]=1[CH:4]=[CH:5][CH:6]=[N:7]2. (4) Reactant: C(OC([N:8]1[CH2:13][CH2:12][CH:11]([O:14][C:15]2[CH:16]=[C:17]3[C:22](=[CH:23][CH:24]=2)[C:21]([O:25]CC2C=CC=CC=2)=[N:20][CH:19]=[CH:18]3)[CH2:10][CH2:9]1)=O)(C)(C)C. Product: [NH:8]1[CH2:9][CH2:10][CH:11]([O:14][C:15]2[CH:16]=[C:17]3[C:22](=[CH:23][CH:24]=2)[C:21](=[O:25])[NH:20][CH:19]=[CH:18]3)[CH2:12][CH2:13]1. The catalyst class is: 8. (5) Reactant: [OH:1][C:2]1[C:9]([CH3:10])=[C:8]([O:11][CH2:12][CH2:13][CH3:14])[CH:7]=[CH:6][C:3]=1[CH:4]=[O:5].C([O-])([O-])=O.[K+].[K+].[I-].[K+].C1(C)C=CC(S(O[CH2:33][CH:34]2[CH2:38][O:37][C:36]([CH3:40])([CH3:39])[O:35]2)(=O)=O)=CC=1. Product: [CH3:39][C:36]1([CH3:40])[O:35][CH:34]([CH2:33][O:1][C:2]2[C:9]([CH3:10])=[C:8]([O:11][CH2:12][CH2:13][CH3:14])[CH:7]=[CH:6][C:3]=2[CH:4]=[O:5])[CH2:38][O:37]1. The catalyst class is: 18. (6) Reactant: [CH2:1]([N:3]([CH2:12][CH3:13])[C:4]([CH:6]1[CH2:11][CH2:10][CH2:9][NH:8][CH2:7]1)=[O:5])[CH3:2].C(O)C.[CH2:17](I)[CH2:18][CH2:19][CH2:20][CH2:21][CH2:22][CH2:23][CH2:24][CH2:25][CH2:26][CH2:27][CH2:28][CH2:29][CH3:30]. Product: [CH2:30]([N:8]1[CH2:9][CH2:10][CH2:11][CH:6]([C:4]([N:3]([CH2:1][CH3:2])[CH2:12][CH3:13])=[O:5])[CH2:7]1)[CH2:29][CH2:28][CH2:27][CH2:26][CH2:25][CH2:24][CH2:23][CH2:22][CH2:21][CH2:20][CH2:19][CH2:18][CH3:17]. The catalyst class is: 28. (7) Reactant: [OH-].[Na+].[NH2:3][C:4]1[CH:9]=[CH:8][C:7]([C:10](=[O:12])[CH3:11])=[CH:6][CH:5]=1.[N:13]1[CH:18]=[CH:17][CH:16]=[CH:15][C:14]=1[CH:19]=O.Cl. Product: [NH2:3][C:4]1[CH:9]=[CH:8][C:7]([C:10](=[O:12])/[CH:11]=[CH:19]/[C:14]2[CH:15]=[CH:16][CH:17]=[CH:18][N:13]=2)=[CH:6][CH:5]=1. The catalyst class is: 8. (8) Reactant: [CH3:1][C:2]1[C:8]([OH:9])=[CH:7][CH:6]=[CH:5][C:3]=1[OH:4].[OH-].[Na+].S(OC)(O[CH3:16])(=O)=O. Product: [CH3:1][C:2]1[C:3]([O:4][CH3:16])=[CH:5][CH:6]=[CH:7][C:8]=1[OH:9]. The catalyst class is: 6. (9) Reactant: [Br:1][C:2]1[CH:7]=[CH:6][C:5]([OH:8])=[C:4]([N+:9]([O-:11])=[O:10])[CH:3]=1.CN(C=O)C.C(=O)([O-])[O-].[K+].[K+].Br[CH2:24][CH:25]=[CH2:26]. Product: [CH2:26]([O:8][C:5]1[CH:6]=[CH:7][C:2]([Br:1])=[CH:3][C:4]=1[N+:9]([O-:11])=[O:10])[CH:25]=[CH2:24]. The catalyst class is: 6. (10) Reactant: [C:1]1([NH:7][C:8]2[S:9][C:10]([C:20](O)=[O:21])=[C:11]3[CH2:19][CH2:18][C:14]4[CH:15]=[N:16][O:17][C:13]=4[C:12]=23)[CH:6]=[CH:5][CH:4]=[CH:3][CH:2]=1.C(Cl)(=O)C(Cl)=O.[NH:29]1[CH2:34][CH2:33][O:32][CH2:31][CH2:30]1.C(O)(=O)CC(CC(O)=O)(C(O)=O)O. Product: [O:32]1[CH2:33][CH2:34][N:29]([C:20]([C:10]2[S:9][C:8]([NH:7][C:1]3[CH:6]=[CH:5][CH:4]=[CH:3][CH:2]=3)=[C:12]3[C:13]4[O:17][N:16]=[CH:15][C:14]=4[CH2:18][CH2:19][C:11]=23)=[O:21])[CH2:30][CH2:31]1. The catalyst class is: 118.